This data is from Forward reaction prediction with 1.9M reactions from USPTO patents (1976-2016). The task is: Predict the product of the given reaction. (1) The product is: [C:12]([O:11][C:9](=[O:10])[CH2:8][C:6]1([CH2:30][N+:27]([O-:29])=[O:28])[CH2:7][CH:1]2[CH:5]1[CH:4]=[CH:3][CH2:2]2)([CH3:15])([CH3:14])[CH3:13]. Given the reactants [CH:1]12[CH2:7][C:6](=[CH:8][C:9]([O:11][C:12]([CH3:15])([CH3:14])[CH3:13])=[O:10])[CH:5]1[CH:4]=[CH:3][CH2:2]2.N12CCCN=C1CCCCC2.[N+:27]([CH3:30])([O-:29])=[O:28], predict the reaction product. (2) The product is: [C:32]([O:31][C:30](=[O:36])[NH:29][C:23]([CH3:28])([CH2:24][CH:25]([CH3:26])[CH3:27])[CH2:22][O:21][C:2]1[C:3]([O:19][CH3:20])=[CH:4][C:5]2[C:14]3[C:9](=[C:10]([CH3:15])[N:11]=[CH:12][CH:13]=3)[C:8](=[O:16])[N:7]([CH3:17])[C:6]=2[CH:18]=1)([CH3:35])([CH3:34])[CH3:33]. Given the reactants Cl[C:2]1[C:3]([O:19][CH3:20])=[CH:4][C:5]2[C:14]3[C:9](=[C:10]([CH3:15])[N:11]=[CH:12][CH:13]=3)[C:8](=[O:16])[N:7]([CH3:17])[C:6]=2[CH:18]=1.[OH:21][CH2:22][C:23]([NH:29][C:30](=[O:36])[O:31][C:32]([CH3:35])([CH3:34])[CH3:33])([CH3:28])[CH2:24][CH:25]([CH3:27])[CH3:26], predict the reaction product. (3) Given the reactants [N:1]1[C:9]2[C:4](=[N:5][CH:6]=[CH:7][CH:8]=2)[N:3]([CH2:10][C:11]2[CH:22]=[CH:21][C:14]3[N:15]=[C:16](S(C)=O)[S:17][C:13]=3[CH:12]=2)[CH:2]=1.CCN(C(C)C)C(C)C.[NH2:32][C@@H:33]1[CH2:38][CH2:37][CH2:36][CH2:35][C@H:34]1[OH:39], predict the reaction product. The product is: [N:1]1[C:9]2[C:4](=[N:5][CH:6]=[CH:7][CH:8]=2)[N:3]([CH2:10][C:11]2[CH:22]=[CH:21][C:14]3[N:15]=[C:16]([NH:32][C@@H:33]4[CH2:38][CH2:37][CH2:36][CH2:35][C@H:34]4[OH:39])[S:17][C:13]=3[CH:12]=2)[CH:2]=1. (4) Given the reactants [OH:1][N:2]=[CH:3][C:4]1[N:5]=[C:6]([CH:9]2[CH2:14][CH2:13][N:12]([C:15]([O:17][C:18]([CH3:21])([CH3:20])[CH3:19])=[O:16])[CH2:11][CH2:10]2)[S:7][CH:8]=1.ClN1C(=O)CCC1=O.[F:30][C:31]1[C:36]([CH:37]=[CH2:38])=[C:35]([F:39])[CH:34]=[CH:33][C:32]=1[OH:40].C(=O)([O-])O.[K+], predict the reaction product. The product is: [F:30][C:31]1[C:32]([OH:40])=[CH:33][CH:34]=[C:35]([F:39])[C:36]=1[CH:37]1[O:1][N:2]=[C:3]([C:4]2[N:5]=[C:6]([CH:9]3[CH2:10][CH2:11][N:12]([C:15]([O:17][C:18]([CH3:21])([CH3:20])[CH3:19])=[O:16])[CH2:13][CH2:14]3)[S:7][CH:8]=2)[CH2:38]1. (5) Given the reactants [C:1]([O:5][C:6]([NH:8][C@@H:9]([C:17]([OH:19])=O)[CH2:10][C:11]1[CH:16]=[CH:15][CH:14]=[CH:13][CH:12]=1)=[O:7])([CH3:4])([CH3:3])[CH3:2].[NH:20]1[CH2:25][CH2:24][O:23][CH2:22][CH2:21]1, predict the reaction product. The product is: [N:20]1([CH2:11][CH2:10][CH2:9][NH:8][C:17](=[O:19])[C@@H:9]([CH2:10][C:11]2[CH:12]=[CH:13][CH:14]=[CH:15][CH:16]=2)[NH:8][C:6]([O:5][C:1]([CH3:2])([CH3:3])[CH3:4])=[O:7])[CH2:25][CH2:24][O:23][CH2:22][CH2:21]1. (6) Given the reactants CC(OC([N:8]1[CH2:12][CH2:11][C@H:10]([C:13]([OH:15])=O)[CH2:9]1)=O)(C)C.[CH3:16][NH:17][C:18]([C@H]1CCNC1)=O, predict the reaction product. The product is: [CH3:16][N:17]([CH3:18])[C:13]([C@H:10]1[CH2:11][CH2:12][NH:8][CH2:9]1)=[O:15].